From a dataset of NCI-60 drug combinations with 297,098 pairs across 59 cell lines. Regression. Given two drug SMILES strings and cell line genomic features, predict the synergy score measuring deviation from expected non-interaction effect. (1) Synergy scores: CSS=12.5, Synergy_ZIP=1.01, Synergy_Bliss=-0.272, Synergy_Loewe=-5.29, Synergy_HSA=-1.03. Drug 1: CC1=C(C(CCC1)(C)C)C=CC(=CC=CC(=CC(=O)O)C)C. Cell line: HCT-15. Drug 2: CC1C(C(CC(O1)OC2CC(CC3=C2C(=C4C(=C3O)C(=O)C5=C(C4=O)C(=CC=C5)OC)O)(C(=O)CO)O)N)O.Cl. (2) Drug 1: CNC(=O)C1=NC=CC(=C1)OC2=CC=C(C=C2)NC(=O)NC3=CC(=C(C=C3)Cl)C(F)(F)F. Drug 2: CCCCC(=O)OCC(=O)C1(CC(C2=C(C1)C(=C3C(=C2O)C(=O)C4=C(C3=O)C=CC=C4OC)O)OC5CC(C(C(O5)C)O)NC(=O)C(F)(F)F)O. Cell line: LOX IMVI. Synergy scores: CSS=56.2, Synergy_ZIP=5.74, Synergy_Bliss=4.64, Synergy_Loewe=-21.7, Synergy_HSA=3.77. (3) Drug 1: CNC(=O)C1=CC=CC=C1SC2=CC3=C(C=C2)C(=NN3)C=CC4=CC=CC=N4. Drug 2: CCCCCOC(=O)NC1=NC(=O)N(C=C1F)C2C(C(C(O2)C)O)O. Cell line: SN12C. Synergy scores: CSS=6.81, Synergy_ZIP=-1.72, Synergy_Bliss=-2.02, Synergy_Loewe=-13.7, Synergy_HSA=-1.01. (4) Drug 1: CN(C)C1=NC(=NC(=N1)N(C)C)N(C)C. Drug 2: CCCCC(=O)OCC(=O)C1(CC(C2=C(C1)C(=C3C(=C2O)C(=O)C4=C(C3=O)C=CC=C4OC)O)OC5CC(C(C(O5)C)O)NC(=O)C(F)(F)F)O. Cell line: OVCAR-8. Synergy scores: CSS=-6.55, Synergy_ZIP=1.91, Synergy_Bliss=-0.328, Synergy_Loewe=-6.08, Synergy_HSA=-5.70.